This data is from Forward reaction prediction with 1.9M reactions from USPTO patents (1976-2016). The task is: Predict the product of the given reaction. (1) Given the reactants [C:1]1([CH:7]([CH3:11])[C:8]([OH:10])=O)[CH:6]=[CH:5][CH:4]=[CH:3][CH:2]=1.O=S(Cl)Cl.[CH3:16][O:17][C:18](=[O:28])[C:19]1[CH:24]=[C:23]([Cl:25])[C:22]([Cl:26])=[CH:21][C:20]=1[NH2:27].CCCCCC, predict the reaction product. The product is: [CH3:16][O:17][C:18](=[O:28])[C:19]1[CH:24]=[C:23]([Cl:25])[C:22]([Cl:26])=[CH:21][C:20]=1[NH:27][C:8](=[O:10])[CH:7]([C:1]1[CH:2]=[CH:3][CH:4]=[CH:5][CH:6]=1)[CH3:11]. (2) Given the reactants [CH3:1][C:2]1[CH:3]=[C:4]([NH:8][C:9]2[CH:14]=[CH:13][CH:12]=[CH:11][C:10]=2[N+:15]([O-])=O)[CH:5]=[CH:6][CH:7]=1, predict the reaction product. The product is: [CH3:1][C:2]1[CH:3]=[C:4]([NH:8][C:9]2[C:10]([NH2:15])=[CH:11][CH:12]=[CH:13][CH:14]=2)[CH:5]=[CH:6][CH:7]=1.